Dataset: Full USPTO retrosynthesis dataset with 1.9M reactions from patents (1976-2016). Task: Predict the reactants needed to synthesize the given product. (1) Given the product [Cl:13][C:5]1[NH:6][C:7](=[O:12])[C:8]2[CH:9]=[CH:10][CH:11]=[C:2]([C:14]#[N:15])[C:3]=2[CH:4]=1, predict the reactants needed to synthesize it. The reactants are: Br[C:2]1[CH:11]=[CH:10][CH:9]=[C:8]2[C:3]=1[CH:4]=[C:5]([Cl:13])[NH:6][C:7]2=[O:12].[CH3:14][N:15](C=O)C. (2) Given the product [O:32]=[S:2]1(=[O:1])[C:8]2[CH:9]=[CH:10][CH:11]=[CH:12][C:7]=2[CH2:6][N:5]([C:13]2[CH:22]=[C:21]([CH2:23][CH2:24][C:25]#[N:37])[C:20]3[C:15](=[CH:16][CH:17]=[C:18]([CH3:30])[CH:19]=3)[N:14]=2)[CH2:4][CH2:3]1, predict the reactants needed to synthesize it. The reactants are: [O:1]=[S:2]1(=[O:32])[C:8]2[CH:9]=[CH:10][CH:11]=[CH:12][C:7]=2[CH2:6][N:5]([C:13]2[CH:22]=[C:21]([CH2:23][CH2:24][C:25](OCC)=O)[C:20]3[C:15](=[CH:16][CH:17]=[C:18]([CH2:30]C)[CH:19]=3)[N:14]=2)[CH2:4][CH2:3]1.ClC1C2C(=CC=C(CC)C=2)[N:37]=C(N2CC3C=CC=CC=3S(=O)(=O)CC2)C=1.C(#N)C=C. (3) Given the product [CH3:1][C:2]([NH2:18])([CH3:3])[CH2:6][C:7]1[CH:12]=[CH:11][C:10]([O:13][CH3:14])=[CH:9][CH:8]=1, predict the reactants needed to synthesize it. The reactants are: [CH3:1][C:2](C)([CH2:6][C:7]1[CH:12]=[CH:11][C:10]([O:13][CH3:14])=[CH:9][CH:8]=1)[C:3](O)=O.C([N:18](CC)CC)C.C1(P(N=[N+]=[N-])(C2C=CC=CC=2)=O)C=CC=CC=1. (4) Given the product [CH3:14][O:13][C:12]1[C:6]2[CH:5]=[C:4]([C:3]3[N:15]=[C:16]([CH3:17])[O:1][N:2]=3)[O:8][C:7]=2[CH:9]=[CH:10][CH:11]=1, predict the reactants needed to synthesize it. The reactants are: [OH:1][N:2]=[C:3]([NH2:15])[C:4]1[O:8][C:7]2[CH:9]=[CH:10][CH:11]=[C:12]([O:13][CH3:14])[C:6]=2[CH:5]=1.[C:16](OC(=O)C)(=O)[CH3:17]. (5) Given the product [Br:10][C:7]1[CH:8]=[CH:9][C:4]([C:3]2[CH2:31][C:26]([C:21]3[CH:22]=[C:23]([Cl:25])[CH:24]=[C:19]([Cl:18])[CH:20]=3)([C:27]([F:28])([F:30])[F:29])[CH2:13][N:12]=2)=[CH:5][C:6]=1[Cl:11], predict the reactants needed to synthesize it. The reactants are: CS[C:3](=[N:12][CH2:13][Si](C)(C)C)[C:4]1[CH:9]=[CH:8][C:7]([Br:10])=[C:6]([Cl:11])[CH:5]=1.[Cl:18][C:19]1[CH:20]=[C:21]([C:26](=[CH2:31])[C:27]([F:30])([F:29])[F:28])[CH:22]=[C:23]([Cl:25])[CH:24]=1.[F-].C([N+](CCCC)(CCCC)CCCC)CCC. (6) Given the product [NH2:1][CH2:4][C:5]([N:7]([CH2:13][C:14]1[CH:15]=[CH:16][CH:17]=[CH:18][CH:19]=1)[C@H:8]([CH:10]1[CH2:12][CH2:11]1)[CH3:9])=[O:6], predict the reactants needed to synthesize it. The reactants are: [N:1]([CH2:4][C:5]([N:7]([CH2:13][C:14]1[CH:19]=[CH:18][CH:17]=[CH:16][CH:15]=1)[C@H:8]([CH:10]1[CH2:12][CH2:11]1)[CH3:9])=[O:6])=[N+]=[N-].C1C=CC(P(C2C=CC=CC=2)C2C=CC=CC=2)=CC=1.